This data is from Full USPTO retrosynthesis dataset with 1.9M reactions from patents (1976-2016). The task is: Predict the reactants needed to synthesize the given product. (1) Given the product [NH2:32][C:27]1[CH:28]=[CH:29][CH:30]=[CH:31][C:26]=1[NH:25][C:23]1[CH:22]=[CH:21][C:13]([C:14]([O:16][C:17]([CH3:20])([CH3:19])[CH3:18])=[O:15])=[C:12]([NH:11][C:10]2[CH:9]=[CH:8][C:7]([F:6])=[CH:36][CH:35]=2)[CH:24]=1, predict the reactants needed to synthesize it. The reactants are: O1CCCC1.[F:6][C:7]1[CH:36]=[CH:35][C:10]([NH:11][C:12]2[CH:24]=[C:23]([NH:25][C:26]3[CH:31]=[CH:30][CH:29]=[CH:28][C:27]=3[N+:32]([O-])=O)[CH:22]=[CH:21][C:13]=2[C:14]([O:16][C:17]([CH3:20])([CH3:19])[CH3:18])=[O:15])=[CH:9][CH:8]=1. (2) Given the product [CH:42]1([NH:45][CH:46]2[CH2:51][CH2:50][N:49]([C:24]([C:23]3[CH:22]=[C:21]([CH3:27])[NH:20][C:19]=3/[CH:18]=[C:10]3\[C:11](=[O:17])[NH:12][C:13]4[C:9]\3=[C:8]([C:4]3[CH:5]=[CH:6][CH:7]=[C:2]([F:1])[CH:3]=3)[CH:16]=[CH:15][CH:14]=4)=[O:26])[CH2:48][CH2:47]2)[CH2:44][CH2:43]1, predict the reactants needed to synthesize it. The reactants are: [F:1][C:2]1[CH:3]=[C:4]([C:8]2[CH:16]=[CH:15][CH:14]=[C:13]3[C:9]=2/[C:10](=[CH:18]/[C:19]2[NH:20][C:21]([CH3:27])=[CH:22][C:23]=2[C:24]([OH:26])=O)/[C:11](=[O:17])[NH:12]3)[CH:5]=[CH:6][CH:7]=1.C(Cl)CCl.C1C=CC2N(O)N=NC=2C=1.[CH:42]1([NH:45][CH:46]2[CH2:51][CH2:50][NH:49][CH2:48][CH2:47]2)[CH2:44][CH2:43]1. (3) Given the product [CH3:37][N:22]1[CH2:21][CH2:20][N:19]([C:16]2[N:17]=[N:18][N:14]([CH:11]3[CH2:12][CH2:13][N:8]([C:7]4[C:6]([F:25])=[CH:5][C:4]([N:26]5[CH2:30][C@H:29]([CH2:31][NH:32][C:33](=[O:35])[CH3:34])[O:28][C:27]5=[O:36])=[CH:3][C:2]=4[F:1])[CH2:9][CH2:10]3)[N:15]=2)[CH2:24][CH2:23]1, predict the reactants needed to synthesize it. The reactants are: [F:1][C:2]1[CH:3]=[C:4]([N:26]2[CH2:30][C@H:29]([CH2:31][NH:32][C:33](=[O:35])[CH3:34])[O:28][C:27]2=[O:36])[CH:5]=[C:6]([F:25])[C:7]=1[N:8]1[CH2:13][CH2:12][CH:11]([N:14]2[N:18]=[N:17][C:16]([N:19]3[CH2:24][CH2:23][NH:22][CH2:21][CH2:20]3)=[N:15]2)[CH2:10][CH2:9]1.[CH:37](O)=O.C=O.C([O-])([O-])=O.[Na+].[Na+].